From a dataset of Forward reaction prediction with 1.9M reactions from USPTO patents (1976-2016). Predict the product of the given reaction. Given the reactants [Cl:1][C:2]1[N:10]=[C:9]2[C:5]([N:6]([CH2:11][C@H:12]3[CH2:17][CH2:16][C@H:15]([CH3:18])[CH2:14][CH2:13]3)[CH:7]=[N:8]2)=[C:4](Cl)[N:3]=1.[CH3:20][O:21][C:22]1[CH:27]=[C:26]([O:28][CH3:29])[CH:25]=[CH:24][C:23]=1[CH2:30][NH2:31].CCN(C(C)C)C(C)C, predict the reaction product. The product is: [Cl:1][C:2]1[N:10]=[C:9]2[C:5]([N:6]([CH2:11][C@H:12]3[CH2:17][CH2:16][C@H:15]([CH3:18])[CH2:14][CH2:13]3)[CH:7]=[N:8]2)=[C:4]([NH:31][CH2:30][C:23]2[CH:24]=[CH:25][C:26]([O:28][CH3:29])=[CH:27][C:22]=2[O:21][CH3:20])[N:3]=1.